From a dataset of Peptide-MHC class I binding affinity with 185,985 pairs from IEDB/IMGT. Regression. Given a peptide amino acid sequence and an MHC pseudo amino acid sequence, predict their binding affinity value. This is MHC class I binding data. (1) The peptide sequence is PHYNNPWNT. The MHC is HLA-B39:01 with pseudo-sequence HLA-B39:01. The binding affinity (normalized) is 0.0847. (2) The binding affinity (normalized) is 0.0847. The peptide sequence is ILWGYGFLQ. The MHC is HLA-A31:01 with pseudo-sequence HLA-A31:01. (3) The peptide sequence is YQAWQAQWN. The MHC is HLA-B15:01 with pseudo-sequence HLA-B15:01. The binding affinity (normalized) is 0.0472. (4) The peptide sequence is RLIRGKMTL. The MHC is Mamu-B03 with pseudo-sequence Mamu-B03. The binding affinity (normalized) is 0.463.